From a dataset of Reaction yield outcomes from USPTO patents with 853,638 reactions. Predict the reaction yield, written as a fraction of the theoretical maximum amount of product (1.0 means a 100% yield; for example, 0.34 means a 34% yield). The reactants are C(=O)([O-])[O-].[K+].[K+].C([O:15][C@H:16]1[CH2:21][CH2:20][N:19]([C:22]([O:24][CH2:25][C:26]2[CH:31]=[CH:30][CH:29]=[CH:28][CH:27]=2)=[O:23])[CH2:18][C@H:17]1[NH:32][C:33]([O:35][C:36]([CH3:39])([CH3:38])[CH3:37])=[O:34])(=O)C1C=CC=CC=1. The catalyst is O.C(O)C. The product is [C:36]([O:35][C:33]([NH:32][C@H:17]1[C@@H:16]([OH:15])[CH2:21][CH2:20][N:19]([C:22]([O:24][CH2:25][C:26]2[CH:31]=[CH:30][CH:29]=[CH:28][CH:27]=2)=[O:23])[CH2:18]1)=[O:34])([CH3:39])([CH3:37])[CH3:38]. The yield is 0.890.